Dataset: Full USPTO retrosynthesis dataset with 1.9M reactions from patents (1976-2016). Task: Predict the reactants needed to synthesize the given product. (1) Given the product [CH3:34][C:24]1[CH:29]=[CH:28][C:27]([S:30]([O:14][CH2:13][CH:10]2[CH2:9][C:8]3[CH:7]=[CH:6][CH:5]=[C:4]([N+:1]([O-:3])=[O:2])[C:12]=3[O:11]2)(=[O:32])=[O:31])=[CH:26][CH:25]=1, predict the reactants needed to synthesize it. The reactants are: [N+:1]([C:4]1[C:12]2[O:11][CH:10]([CH2:13][OH:14])[CH2:9][C:8]=2[CH:7]=[CH:6][CH:5]=1)([O-:3])=[O:2].C(N(C(C)C)CC)(C)C.[C:24]1([CH3:34])[CH:29]=[CH:28][C:27]([S:30](Cl)(=[O:32])=[O:31])=[CH:26][CH:25]=1. (2) Given the product [F:1][C:2]1[CH:31]=[C:30]([F:32])[CH:29]=[CH:28][C:3]=1[O:4][C:5]1[CH:10]=[CH:9][C:8]([S:11]([CH3:14])(=[O:12])=[O:13])=[CH:7][C:6]=1[C:15]1[C:16]2[CH:25]=[C:24]([CH:26]([OH:27])[CH3:33])[NH:23][C:17]=2[C:18](=[O:22])[N:19]([CH3:21])[CH:20]=1, predict the reactants needed to synthesize it. The reactants are: [F:1][C:2]1[CH:31]=[C:30]([F:32])[CH:29]=[CH:28][C:3]=1[O:4][C:5]1[CH:10]=[CH:9][C:8]([S:11]([CH3:14])(=[O:13])=[O:12])=[CH:7][C:6]=1[C:15]1[C:16]2[CH:25]=[C:24]([CH:26]=[O:27])[NH:23][C:17]=2[C:18](=[O:22])[N:19]([CH3:21])[CH:20]=1.[CH3:33][Mg]Br.Cl. (3) Given the product [Cl:12][C:13]1[CH:19]=[CH:18][C:17]([C:20]([F:22])([F:23])[F:21])=[CH:16][C:14]=1[NH:15][C:7](=[O:9])[C:6]1[CH:10]=[C:2]([CH3:1])[CH:3]=[CH:4][C:5]=1[OH:11], predict the reactants needed to synthesize it. The reactants are: [CH3:1][C:2]1[CH:10]=[C:6]([C:7]([OH:9])=O)[C:5]([OH:11])=[CH:4][CH:3]=1.[Cl:12][C:13]1[CH:19]=[CH:18][C:17]([C:20]([F:23])([F:22])[F:21])=[CH:16][C:14]=1[NH2:15]. (4) The reactants are: Br[C:2]1[CH:11]=[C:10]2[C:5]([CH:6]=[C:7]([Cl:12])[CH:8]=[N:9]2)=[CH:4][CH:3]=1.[C:13]([Cu])#[N:14].CN(C=O)C. Given the product [Cl:12][C:7]1[CH:8]=[N:9][C:10]2[C:5]([CH:6]=1)=[CH:4][CH:3]=[C:2]([C:13]#[N:14])[CH:11]=2, predict the reactants needed to synthesize it. (5) Given the product [ClH:27].[NH2:7][C:8]1([CH2:14][NH:15][C:16]([C:18]2[C:19]([Cl:27])=[C:20]3[C:24](=[CH:25][CH:26]=2)[NH:23][CH:22]=[CH:21]3)=[O:17])[CH2:9][CH2:10][CH2:11][CH2:12][CH2:13]1, predict the reactants needed to synthesize it. The reactants are: C(OC(=O)[NH:7][C:8]1([CH2:14][NH:15][C:16]([C:18]2[C:19]([Cl:27])=[C:20]3[C:24](=[CH:25][CH:26]=2)[NH:23][CH:22]=[CH:21]3)=[O:17])[CH2:13][CH2:12][CH2:11][CH2:10][CH2:9]1)(C)(C)C.Cl.O1CCOCC1. (6) Given the product [CH2:33]([N:21]1[CH:22]=[C:23]([C:25]2[CH:30]=[CH:29][C:28]([Cl:31])=[CH:27][C:26]=2[Cl:32])[N:24]=[C:20]1[C@@H:19]([NH:37][C:45](=[O:46])[CH2:44][CH:40]1[CH2:41][CH2:42][CH2:43][O:39]1)[CH2:18][C:15]1[CH:16]=[CH:17][C:12]([O:11][C:8]2[CH:7]=[CH:6][C:5]([C:4]([OH:3])=[O:38])=[CH:10][CH:9]=2)=[CH:13][CH:14]=1)[CH2:34][CH2:35][CH3:36], predict the reactants needed to synthesize it. The reactants are: Cl.C[O:3][C:4](=[O:38])[C:5]1[CH:10]=[CH:9][C:8]([O:11][C:12]2[CH:17]=[CH:16][C:15]([CH2:18][C@H:19]([NH2:37])[C:20]3[N:21]([CH2:33][CH2:34][CH2:35][CH3:36])[CH:22]=[C:23]([C:25]4[CH:30]=[CH:29][C:28]([Cl:31])=[CH:27][C:26]=4[Cl:32])[N:24]=3)=[CH:14][CH:13]=2)=[CH:7][CH:6]=1.[O:39]1[CH2:43][CH2:42][CH2:41][CH:40]1[CH2:44][C:45](O)=[O:46]. (7) The reactants are: [NH:1]([CH2:8][C:9]([NH:11][C:12]1[CH:17]=[CH:16][C:15]([C:18]2[CH:23]=[CH:22][N:21]=[CH:20][CH:19]=2)=[CH:14][CH:13]=1)=[O:10])[C:2]1[CH:7]=[CH:6][CH:5]=[CH:4][CH:3]=1.[C:24]([O:28][C:29]([NH:31][CH2:32][C:33](O)=[O:34])=[O:30])([CH3:27])([CH3:26])[CH3:25].C(N(C(C)C)CC)(C)C.F[P-](F)(F)(F)(F)F.CN(C(=[N+](C)C)ON1C2=NC=CC=C2N=N1)C. Given the product [C:24]([O:28][C:29](=[O:30])[NH:31][CH2:32][C:33](=[O:34])[N:1]([CH2:8][C:9](=[O:10])[NH:11][C:12]1[CH:17]=[CH:16][C:15]([C:18]2[CH:19]=[CH:20][N:21]=[CH:22][CH:23]=2)=[CH:14][CH:13]=1)[C:2]1[CH:7]=[CH:6][CH:5]=[CH:4][CH:3]=1)([CH3:27])([CH3:25])[CH3:26], predict the reactants needed to synthesize it.